The task is: Predict the reaction yield, written as a fraction of the theoretical maximum amount of product (1.0 means a 100% yield; for example, 0.34 means a 34% yield).. This data is from Reaction yield outcomes from USPTO patents with 853,638 reactions. (1) The catalyst is CN(C=O)C.C1COCC1. The yield is 0.870. The product is [CH3:21][O:22][CH2:23][CH2:24][O:25][CH2:26][O:17][C:14]1[CH:15]=[CH:16][C:11]([C:8]2[CH:9]=[CH:10][C:5]([C:3]([O:2][CH3:1])=[O:4])=[CH:6][CH:7]=2)=[CH:12][CH:13]=1. The reactants are [CH3:1][O:2][C:3]([C:5]1[CH:10]=[CH:9][C:8]([C:11]2[CH:16]=[CH:15][C:14]([OH:17])=[CH:13][CH:12]=2)=[CH:7][CH:6]=1)=[O:4].[H-].[Na+].Cl[CH2:21][O:22][CH2:23][CH2:24][O:25][CH3:26].Cl. (2) The reactants are [C:1]1([C:7]2[C:16]3[C:11](=[CH:12][CH:13]=[CH:14][CH:15]=3)[N:10]=[C:9]([C:17]3[S:21][C:20]([CH2:22][C:23]([O:25]C)=[O:24])=[CH:19][CH:18]=3)[CH:8]=2)[CH:6]=[CH:5][CH:4]=[CH:3][CH:2]=1.CO.[OH-].[Na+]. The catalyst is C1COCC1. The product is [C:1]1([C:7]2[C:16]3[C:11](=[CH:12][CH:13]=[CH:14][CH:15]=3)[N:10]=[C:9]([C:17]3[S:21][C:20]([CH2:22][C:23]([OH:25])=[O:24])=[CH:19][CH:18]=3)[CH:8]=2)[CH:6]=[CH:5][CH:4]=[CH:3][CH:2]=1. The yield is 0.580.